From a dataset of Catalyst prediction with 721,799 reactions and 888 catalyst types from USPTO. Predict which catalyst facilitates the given reaction. Reactant: C([NH:8][C@@H:9]1[CH2:14][CH2:13][C@H:12]([NH:15][C:16]2[CH:21]=[C:20]([N:22]([CH3:31])[CH2:23][CH2:24][C:25]3[CH:30]=[CH:29][CH:28]=[CH:27][CH:26]=3)[C:19]([CH3:32])=[CH:18][N:17]=2)[CH2:11][CH2:10]1)C1C=CC=CC=1. Product: [NH2:8][C@@H:9]1[CH2:14][CH2:13][C@H:12]([NH:15][C:16]2[CH:21]=[C:20]([N:22]([CH3:31])[CH2:23][CH2:24][C:25]3[CH:26]=[CH:27][CH:28]=[CH:29][CH:30]=3)[C:19]([CH3:32])=[CH:18][N:17]=2)[CH2:11][CH2:10]1. The catalyst class is: 352.